Dataset: Reaction yield outcomes from USPTO patents with 853,638 reactions. Task: Predict the reaction yield, written as a fraction of the theoretical maximum amount of product (1.0 means a 100% yield; for example, 0.34 means a 34% yield). (1) The reactants are [CH3:1][N:2]1[CH2:6][C:5]([C:7]2[CH:12]=[CH:11][N:10]=[CH:9][CH:8]=2)=[C:4]([C:13]2[CH:18]=[CH:17][C:16]([O:19][CH2:20][C:21]3[CH:30]=[CH:29][C:28]4[C:23](=[CH:24][CH:25]=[CH:26][CH:27]=4)[N:22]=3)=[CH:15][CH:14]=2)[C:3]1=[O:31].C1CCN2C(=NCCC2)CC1.[O:43]=O. No catalyst specified. The product is [CH3:1][N:2]1[C:3](=[O:31])[C:4]([C:13]2[CH:14]=[CH:15][C:16]([O:19][CH2:20][C:21]3[CH:30]=[CH:29][C:28]4[C:23](=[CH:24][CH:25]=[CH:26][CH:27]=4)[N:22]=3)=[CH:17][CH:18]=2)=[C:5]([C:7]2[CH:8]=[CH:9][N:10]=[CH:11][CH:12]=2)[C:6]1=[O:43]. The yield is 0.480. (2) The reactants are Cl[C:2]1[C:3]([C:18]2[N:22]([CH3:23])[C:21]3[CH:24]=[CH:25][CH:26]=[CH:27][C:20]=3[N:19]=2)=[N:4][C:5]([N:8]2[CH2:13][CH2:12][N:11]([C:14]([NH:16][CH3:17])=[O:15])[CH2:10][CH2:9]2)=[N:6][CH:7]=1.[OH-].[Na+].CCOC(C)=O. The catalyst is CO.[Pd]. The product is [CH3:17][NH:16][C:14]([N:11]1[CH2:10][CH2:9][N:8]([C:5]2[N:4]=[C:3]([C:18]3[N:22]([CH3:23])[C:21]4[CH:24]=[CH:25][CH:26]=[CH:27][C:20]=4[N:19]=3)[CH:2]=[CH:7][N:6]=2)[CH2:13][CH2:12]1)=[O:15]. The yield is 0.800.